Task: Predict the product of the given reaction.. Dataset: Forward reaction prediction with 1.9M reactions from USPTO patents (1976-2016) (1) The product is: [C:26]1([CH2:25]/[CH:2]=[CH:3]/[C@H:4]([C:11]2[CH:16]=[CH:15][C:14]([O:17][CH:18]3[CH2:23][CH2:22][CH2:21][CH2:20][O:19]3)=[CH:13][CH:12]=2)[CH2:5][C:6]([O:8][CH2:9][CH3:10])=[O:7])[CH:31]=[CH:30][CH:29]=[CH:28][CH:27]=1. Given the reactants I/[CH:2]=[CH:3]/[C@@H:4]([C:11]1[CH:16]=[CH:15][C:14]([O:17][CH:18]2[CH2:23][CH2:22][CH2:21][CH2:20][O:19]2)=[CH:13][CH:12]=1)[CH2:5][C:6]([O:8][CH2:9][CH3:10])=[O:7].[Br-].[CH2:25]([Zn+])[C:26]1[CH:31]=[CH:30][CH:29]=[CH:28][CH:27]=1.O, predict the reaction product. (2) Given the reactants C[O:2][C:3](=O)[C@H:4]([OH:21])[C@@H:5]([NH:13][C:14]([O:16][C:17]([CH3:20])([CH3:19])[CH3:18])=[O:15])[CH2:6][C:7]1[CH:12]=[CH:11][CH:10]=[CH:9][CH:8]=1.[BH4-].[Na+].Cl, predict the reaction product. The product is: [C:17]([O:16][C:14]([NH:13][C@@H:5]([CH2:6][C:7]1[CH:8]=[CH:9][CH:10]=[CH:11][CH:12]=1)[C@@H:4]([OH:21])[CH2:3][OH:2])=[O:15])([CH3:20])([CH3:18])[CH3:19]. (3) Given the reactants [F:1][C:2]1[C:3]([CH2:24][N:25](C)[C:26](=O)OC(C)(C)C)=[CH:4][N:5]([S:14]([C:17]2[O:18][C:19]([CH2:22][F:23])=[CH:20][CH:21]=2)(=[O:16])=[O:15])[C:6]=1[C:7]1[C:8]([F:13])=[N:9][CH:10]=[CH:11][CH:12]=1.[C:34]([O:37]CC)(=[O:36])[CH3:35].Cl.[C:41]([O:44]CC)(=[O:43])[CH3:42], predict the reaction product. The product is: [C:41]([OH:44])(=[O:43])/[CH:42]=[CH:35]/[C:34]([OH:37])=[O:36].[F:1][C:2]1[C:3]([CH2:24][NH:25][CH3:26])=[CH:4][N:5]([S:14]([C:17]2[O:18][C:19]([CH2:22][F:23])=[CH:20][CH:21]=2)(=[O:15])=[O:16])[C:6]=1[C:7]1[C:8]([F:13])=[N:9][CH:10]=[CH:11][CH:12]=1. (4) Given the reactants [CH2:1]=[CH:2][C:3]1[CH:8]=[CH:7][CH:6]=[CH:5][CH:4]=1.[CH2:9]([Li])[CH2:10][CH2:11][CH3:12].C=CC=C.[C:18]([C:22]1[CH:27]=[C:26](C)[CH:25]=[C:24](C(C)(C)C)[C:23]=1O)(C)(C)[CH3:19], predict the reaction product. The product is: [CH2:1]=[CH:2][C:3]1[CH:8]=[CH:7][CH:6]=[CH:5][CH:4]=1.[CH2:9]=[CH:10][CH:11]=[CH2:12].[CH2:19]=[CH:18][C:22]1[CH:27]=[CH:26][CH:25]=[CH:24][CH:23]=1.